Dataset: Forward reaction prediction with 1.9M reactions from USPTO patents (1976-2016). Task: Predict the product of the given reaction. (1) Given the reactants [F:1][C:2]1[CH:3]=[C:4]2[C:9](=[CH:10][CH:11]=1)[CH:8]=[N:7][C:6]([NH:12][C:13](=[O:44])[O:14][CH2:15][C@@H:16]([N:30]([CH3:43])[C:31]([NH:33][CH2:34][C:35]1[CH:40]=[CH:39][CH:38]=[C:37]([F:41])[C:36]=1[Cl:42])=[O:32])[CH2:17][NH:18][C:19](=[O:29])[CH2:20][NH:21]C(OC(C)(C)C)=O)=[CH:5]2.C(O)(C(F)(F)F)=O.Cl, predict the reaction product. The product is: [F:1][C:2]1[CH:3]=[C:4]2[C:9](=[CH:10][CH:11]=1)[CH:8]=[N:7][C:6]([NH:12][C:13](=[O:44])[O:14][CH2:15][C@@H:16]([N:30]([CH3:43])[C:31]([NH:33][CH2:34][C:35]1[CH:40]=[CH:39][CH:38]=[C:37]([F:41])[C:36]=1[Cl:42])=[O:32])[CH2:17][NH:18][C:19](=[O:29])[CH2:20][NH2:21])=[CH:5]2. (2) Given the reactants [F:1][C:2]1[CH:36]=[CH:35][C:5]([CH2:6][N:7]2[C:16](=[O:17])[C:15]([C:18]3[N:19]=[S:20]([CH3:32])(=[O:31])[C:21]4[CH:27]=[C:26]([N+:28]([O-])=O)[CH:25]=[CH:24][C:22]=4[N:23]=3)=[C:14]([OH:33])[CH:13]3[CH:8]2[CH:9]2[CH2:34][CH:12]3[CH2:11][CH2:10]2)=[CH:4][CH:3]=1.NN, predict the reaction product. The product is: [NH2:28][C:26]1[CH:25]=[CH:24][C:22]2[N:23]=[C:18]([C:15]3[C:16](=[O:17])[N:7]([CH2:6][C:5]4[CH:4]=[CH:3][C:2]([F:1])=[CH:36][CH:35]=4)[CH:8]4[CH:13]([C:14]=3[OH:33])[CH:12]3[CH2:34][CH:9]4[CH2:10][CH2:11]3)[N:19]=[S:20]([CH3:32])(=[O:31])[C:21]=2[CH:27]=1.